This data is from Forward reaction prediction with 1.9M reactions from USPTO patents (1976-2016). The task is: Predict the product of the given reaction. (1) Given the reactants Cl[C:2]([O:4][CH:5]([Cl:7])[CH3:6])=[O:3].C([OH:10])C.N1[CH:16]=[CH:15]C=CC=1, predict the reaction product. The product is: [C:2](=[O:10])([O:3][CH2:15][CH3:16])[O:4][CH:5]([Cl:7])[CH3:6]. (2) Given the reactants Br[CH2:2][C:3]1[CH:8]=[CH:7][C:6]([NH:9][C:10]2[CH:19]=[C:18]([Cl:20])[CH:17]=[CH:16][C:11]=2[C:12]([O:14][CH3:15])=[O:13])=[C:5]([N+:21]([O-:23])=[O:22])[CH:4]=1.[NH:24]1[CH2:29][CH2:28][O:27][CH2:26][CH2:25]1, predict the reaction product. The product is: [Cl:20][C:18]1[CH:17]=[CH:16][C:11]([C:12]([O:14][CH3:15])=[O:13])=[C:10]([NH:9][C:6]2[CH:7]=[CH:8][C:3]([CH2:2][N:24]3[CH2:29][CH2:28][O:27][CH2:26][CH2:25]3)=[CH:4][C:5]=2[N+:21]([O-:23])=[O:22])[CH:19]=1. (3) Given the reactants [F:1][C:2]1[CH:7]=[CH:6][C:5]([NH:8][C:9]2[O:10][CH2:11][C:12](=[O:21])[C:13]=2[C:14]([O:16][CH2:17][CH2:18][O:19][CH3:20])=[O:15])=[CH:4][CH:3]=1.[NH:22]1[C:30]2[C:25](=[CH:26][CH:27]=[CH:28][N:29]=2)[C:24]([CH:31]=O)=[CH:23]1.N1CCC[C@H]1C(O)=O, predict the reaction product. The product is: [NH:22]1[C:30]2=[N:29][CH:28]=[CH:27][CH:26]=[C:25]2[C:24]([CH:31]=[C:11]2[O:10][C:9]([NH:8][C:5]3[CH:4]=[CH:3][C:2]([F:1])=[CH:7][CH:6]=3)=[C:13]([C:14]([O:16][CH2:17][CH2:18][O:19][CH3:20])=[O:15])[C:12]2=[O:21])=[CH:23]1. (4) Given the reactants [S:1]1[CH:5]=[CH:4][C:3]2[C:6]([N:10]3[CH2:15][CH2:14][N:13]([CH2:16][CH2:17][CH2:18][CH2:19][O:20][C:21]4[CH:30]=[C:29]5[C:24]([CH:25]=[CH:26][C:27](=[O:31])[NH:28]5)=[CH:23][CH:22]=4)[CH2:12][CH2:11]3)=[CH:7][CH:8]=[CH:9][C:2]1=2.[C:32]([OH:41])(=[O:40])[C@@H:33]([C@H:35]([C:37]([OH:39])=[O:38])[OH:36])[OH:34], predict the reaction product. The product is: [C:37]([C@@H:35]([C@H:33]([C:32]([OH:41])=[O:40])[OH:34])[OH:36])([OH:39])=[O:38].[S:1]1[CH:5]=[CH:4][C:3]2[C:6]([N:10]3[CH2:11][CH2:12][N:13]([CH2:16][CH2:17][CH2:18][CH2:19][O:20][C:21]4[CH:30]=[C:29]5[C:24]([CH:25]=[CH:26][C:27](=[O:31])[NH:28]5)=[CH:23][CH:22]=4)[CH2:14][CH2:15]3)=[CH:7][CH:8]=[CH:9][C:2]1=2.